This data is from Full USPTO retrosynthesis dataset with 1.9M reactions from patents (1976-2016). The task is: Predict the reactants needed to synthesize the given product. Given the product [CH2:31]([C@@H:35]1[N:40]([C:6]([C:5]2[N:10]=[C:11]([C:12]3[CH:17]=[CH:16][CH:15]=[CH:14][CH:13]=3)[O:25][CH:1]=2)=[O:30])[CH2:39][C@H:38]([CH2:41][CH:42]([CH3:44])[CH3:43])[NH:37][C:36]1=[O:45])[CH:32]([CH3:34])[CH3:33], predict the reactants needed to synthesize it. The reactants are: [CH2:1]([C@@H:5]1[N:10]([C:11](=[O:25])[C:12]2[CH:17]=[CH:16][C:15](OC3C=CC=CC=3)=[CH:14][CH:13]=2)C[C@H](CC(C)C)N[C:6]1=[O:30])C(C)C.[CH2:31]([C@@H:35]1[NH:40][CH2:39][C@H:38]([CH2:41][CH:42]([CH3:44])[CH3:43])[NH:37][C:36]1=[O:45])[CH:32]([CH3:34])[CH3:33].C1(C2OC=C(C(O)=O)N=2)C=CC=CC=1.